From a dataset of Full USPTO retrosynthesis dataset with 1.9M reactions from patents (1976-2016). Predict the reactants needed to synthesize the given product. (1) Given the product [F:1][C:2]1[CH:3]=[CH:4][C:5]([C:8]2[CH:28]=[CH:27][C:11]3[N:12]=[C:13]([C:18]4[CH:26]=[CH:25][CH:24]=[C:20]([C:21]5[S:22][CH:30]=[C:31]([CH3:32])[N:23]=5)[CH:19]=4)[CH2:14][C:15](=[O:17])[NH:16][C:10]=3[CH:9]=2)=[CH:6][CH:7]=1, predict the reactants needed to synthesize it. The reactants are: [F:1][C:2]1[CH:7]=[CH:6][C:5]([C:8]2[CH:28]=[CH:27][C:11]3[N:12]=[C:13]([C:18]4[CH:19]=[C:20]([CH:24]=[CH:25][CH:26]=4)[C:21]([NH2:23])=[S:22])[CH2:14][C:15](=[O:17])[NH:16][C:10]=3[CH:9]=2)=[CH:4][CH:3]=1.Cl[CH2:30][C:31](=O)[CH3:32]. (2) Given the product [C:13]([O:17][C:18](=[O:28])[NH:19][C@@H:20]1[CH2:25][CH2:24][CH2:23][CH2:22][C@H:21]1[CH2:26][N:9]1[CH2:10][CH2:11][CH2:12][CH:7]([CH2:2][CH2:3][CH2:4][CH2:5][CH3:6])[CH2:8]1)([CH3:16])([CH3:14])[CH3:15], predict the reactants needed to synthesize it. The reactants are: Cl.[CH2:2]([CH:7]1[CH2:12][CH2:11][CH2:10][NH:9][CH2:8]1)[CH2:3][CH2:4][CH2:5][CH3:6].[C:13]([O:17][C:18](=[O:28])[NH:19][C@@H:20]1[CH2:25][CH2:24][CH2:23][CH2:22][C@H:21]1[CH:26]=O)([CH3:16])([CH3:15])[CH3:14].C(O[BH-](OC(=O)C)OC(=O)C)(=O)C.[Na+]. (3) Given the product [CH3:1][C:2]1[CH:3]=[C:4]([CH:8]([OH:12])[CH2:9][NH:10][CH3:11])[O:5][C:6]=1[CH3:7], predict the reactants needed to synthesize it. The reactants are: [CH3:1][C:2]1[CH:3]=[C:4]([CH:8]2[O:12][C:11](=O)[N:10](C)[CH2:9]2)[O:5][C:6]=1[CH3:7].[OH-].[K+].[Na+].[Cl-]. (4) Given the product [C:1]([O:4][CH2:5][C:6]1[CH:11]=[C:10]([NH:12][C:33]([C:32]2[CH:31]=[CH:30][O:24][C:28]=2[CH3:27])=[O:34])[CH:9]=[CH:8][C:7]=1[Cl:13])(=[O:3])[CH3:2], predict the reactants needed to synthesize it. The reactants are: [C:1]([O:4][C:5](=O)[C:6]1[CH:11]=[C:10]([NH2:12])[CH:9]=[CH:8][C:7]=1[Cl:13])(=[O:3])[CH3:2].C(N(CC)CC)C.CC[O:24]CC.[CH3:27][C:28]1S[CH:30]=[CH:31][C:32]=1[C:33](Cl)=[O:34]. (5) Given the product [Br:1][C:2]1[CH:3]=[C:4]([N:8]2[C:9](=[O:21])[C@@H:10]3[CH2:16][S:15][CH2:14][C@@H:11]3[C:12]2=[O:13])[CH:5]=[CH:6][CH:7]=1, predict the reactants needed to synthesize it. The reactants are: [Br:1][C:2]1[CH:3]=[C:4]([N:8]2[C:12](=[O:13])[C@H:11]3[C@@H:14]([Si](C)(C)C)[S:15][CH2:16][C@H:10]3[C:9]2=[O:21])[CH:5]=[CH:6][CH:7]=1.[F-].[Cs+].O.C1C=CC=CC=1. (6) Given the product [CH2:34]([N:28]1[C:27]([CH2:38][NH:39][C:40](=[O:46])[O:41][C:42]([CH3:45])([CH3:44])[CH3:43])=[C:26]([C:47]2[CH:48]=[CH:49][CH:50]=[CH:51][CH:52]=2)[C:25]2[C:30](=[CH:31][CH:32]=[C:23]([C:22]3[N:21]=[C:3]([C:2]([F:9])([F:8])[F:1])[NH:11][N:53]=3)[CH:24]=2)[C:29]1=[O:33])[CH:35]([CH3:36])[CH3:37], predict the reactants needed to synthesize it. The reactants are: [F:1][C:2]([F:9])([F:8])[C:3](OCC)=O.O.[NH2:11]N.C(O)(=O)C.C(O)(=O)C.[NH2:21][C:22](=[NH:53])[C:23]1[CH:24]=[C:25]2[C:30](=[CH:31][CH:32]=1)[C:29](=[O:33])[N:28]([CH2:34][CH:35]([CH3:37])[CH3:36])[C:27]([CH2:38][NH:39][C:40](=[O:46])[O:41][C:42]([CH3:45])([CH3:44])[CH3:43])=[C:26]2[C:47]1[CH:52]=[CH:51][CH:50]=[CH:49][CH:48]=1.[OH-].[Na+].